From a dataset of Reaction yield outcomes from USPTO patents with 853,638 reactions. Predict the reaction yield, written as a fraction of the theoretical maximum amount of product (1.0 means a 100% yield; for example, 0.34 means a 34% yield). (1) The reactants are [CH3:1][C:2]([C:6]1[CH:11]=[CH:10][C:9]([N+:12]([O-:14])=[O:13])=[CH:8][CH:7]=1)([CH3:5])[CH2:3][NH2:4].[OH-].[Na+].[CH3:17][C:18]([O:21][C:22](O[C:22]([O:21][C:18]([CH3:20])([CH3:19])[CH3:17])=[O:23])=[O:23])([CH3:20])[CH3:19].OS([O-])(=O)=O.[K+]. The catalyst is O1CCOCC1.O. The product is [CH3:5][C:2]([C:6]1[CH:11]=[CH:10][C:9]([N+:12]([O-:14])=[O:13])=[CH:8][CH:7]=1)([CH3:1])[CH2:3][NH:4][C:22](=[O:23])[O:21][C:18]([CH3:20])([CH3:19])[CH3:17]. The yield is 0.800. (2) The reactants are [C:1]([NH:5][C:6]1[C:7]([CH3:26])=[N:8][C:9]2[C:14]([N:15]=1)=[C:13]([C:16]1[NH:24][C:23]3[CH2:22][CH2:21][NH:20][C:19](=O)[C:18]=3[CH:17]=1)[CH:12]=[CH:11][CH:10]=2)([CH3:4])([CH3:3])[CH3:2].COC1C=CC(P2(SP(C3C=CC(OC)=CC=3)(=S)S2)=[S:36])=CC=1. The catalyst is O1CCOCC1. The product is [C:1]([NH:5][C:6]1[C:7]([CH3:26])=[N:8][C:9]2[C:14]([N:15]=1)=[C:13]([C:16]1[NH:24][C:23]3[CH2:22][CH2:21][NH:20][C:19](=[S:36])[C:18]=3[CH:17]=1)[CH:12]=[CH:11][CH:10]=2)([CH3:4])([CH3:3])[CH3:2]. The yield is 0.360. (3) The reactants are [NH2:1][C:2]1[CH:3]=[C:4]([C:8]2[CH:9]=[C:10]([NH:18][CH2:19][C:20]3[CH:25]=[CH:24][CH:23]=[CH:22][CH:21]=3)[C:11]3[N:12]([CH:14]=[CH:15][C:16]=3[Cl:17])[N:13]=2)[CH:5]=[N:6][CH:7]=1.C(N(CC)CC)C.[C:33](Cl)(=[O:35])[CH3:34].C(NC1C2N(C=CC=2C2C=CC=CC=2)N=C(C2C=C(S(NC(=O)C)(=O)=O)C=NC=2)C=1)C1C=CC=CC=1. No catalyst specified. The product is [CH2:19]([NH:18][C:10]1[C:11]2[N:12]([CH:14]=[CH:15][C:16]=2[Cl:17])[N:13]=[C:8]([C:4]2[CH:3]=[C:2]([NH:1][C:33](=[O:35])[CH3:34])[CH:7]=[N:6][CH:5]=2)[CH:9]=1)[C:20]1[CH:21]=[CH:22][CH:23]=[CH:24][CH:25]=1. The yield is 0.530. (4) The reactants are [CH3:1][S:2]([O:5][C:6]1[CH:11]=[CH:10][C:9]([CH2:12][CH2:13][NH:14]C(OC(C)(C)C)=O)=[CH:8][CH:7]=1)(=[O:4])=[O:3].C(O)(C(F)(F)F)=O. The catalyst is C(Cl)Cl. The product is [CH3:1][S:2]([O:5][C:6]1[CH:11]=[CH:10][C:9]([CH2:12][CH2:13][NH2:14])=[CH:8][CH:7]=1)(=[O:4])=[O:3]. The yield is 0.998. (5) The reactants are [Cl:1][C:2]1[N:7]=[C:6]([NH:8][C:9]2[CH:10]=[C:11]3[C:15](=[CH:16][CH:17]=2)[NH:14][N:13]=[CH:12]3)[C:5]([CH3:18])=[CH:4][N:3]=1.[CH3:19][C:20]([O:23][C:24](O[C:24]([O:23][C:20]([CH3:22])([CH3:21])[CH3:19])=[O:25])=[O:25])([CH3:22])[CH3:21]. The catalyst is C(Cl)Cl.CN(C1C=CN=CC=1)C.O. The product is [C:20]([O:23][C:24]([N:8]([C:6]1[C:5]([CH3:18])=[CH:4][N:3]=[C:2]([Cl:1])[N:7]=1)[C:9]1[CH:10]=[C:11]2[C:15](=[CH:16][CH:17]=1)[N:14]([C:24]([O:23][C:20]([CH3:22])([CH3:21])[CH3:19])=[O:25])[N:13]=[CH:12]2)=[O:25])([CH3:22])([CH3:21])[CH3:19]. The yield is 0.560. (6) The reactants are [OH:1][C:2]1[CH:9]=[CH:8][CH:7]=[CH:6][C:3]=1[CH2:4][OH:5].[CH3:10][C:11]([CH3:13])=[CH2:12].FC(F)(F)S(O)(=O)=O. The catalyst is C(Cl)Cl. The product is [C:11]([O:1][C:2]1[CH:9]=[CH:8][CH:7]=[CH:6][C:3]=1[CH2:4][OH:5])([CH3:13])([CH3:12])[CH3:10]. The yield is 0.300. (7) The reactants are Cl[C:2]1[N:7]=[C:6]([NH:8][CH2:9][CH2:10][N:11]([CH3:13])[CH3:12])[N:5]=[C:4]2[N:14]([C:19]3[C:24]([F:25])=[CH:23][CH:22]=[CH:21][C:20]=3[F:26])[C:15](=[O:18])[NH:16][CH2:17][C:3]=12.O.C(=O)([O-])[O-].[K+].[K+].[CH3:34][C:35]([O:38][C:39]([C:41]1[CH:42]=[C:43]([F:51])[C:44]([CH3:50])=[C:45](B(O)O)[CH:46]=1)=[O:40])([CH3:37])[CH3:36]. The catalyst is O1CCOCC1.C1C=CC([P]([Pd]([P](C2C=CC=CC=2)(C2C=CC=CC=2)C2C=CC=CC=2)([P](C2C=CC=CC=2)(C2C=CC=CC=2)C2C=CC=CC=2)[P](C2C=CC=CC=2)(C2C=CC=CC=2)C2C=CC=CC=2)(C2C=CC=CC=2)C2C=CC=CC=2)=CC=1. The product is [F:26][C:20]1[CH:21]=[CH:22][CH:23]=[C:24]([F:25])[C:19]=1[N:14]1[C:4]2[N:5]=[C:6]([NH:8][CH2:9][CH2:10][N:11]([CH3:13])[CH3:12])[N:7]=[C:2]([C:45]3[CH:46]=[C:41]([CH:42]=[C:43]([F:51])[C:44]=3[CH3:50])[C:39]([O:38][C:35]([CH3:34])([CH3:36])[CH3:37])=[O:40])[C:3]=2[CH2:17][NH:16][C:15]1=[O:18]. The yield is 0.880. (8) The reactants are [NH2:1][CH2:2][C:3]1[CH:10]=[CH:9][C:6]([CH2:7][OH:8])=[CH:5][CH:4]=1.C(=O)([O-])[OH:12].[Na+].[C:16]([O:20][C:21](O[C:21]([O:20][C:16]([CH3:19])([CH3:18])[CH3:17])=[O:22])=[O:22])([CH3:19])([CH3:18])[CH3:17]. The catalyst is C1COCC1.O. The product is [C:16]([O:20][C:21]([NH:1][CH2:2][C:3]1[CH:10]=[CH:9][C:6]([C:7]([OH:12])=[O:8])=[CH:5][CH:4]=1)=[O:22])([CH3:19])([CH3:18])[CH3:17]. The yield is 0.970. (9) The reactants are [CH3:1][N:2]([CH3:20])[C:3]1[C:12]2[C:7](=[CH:8][CH:9]=[CH:10][CH:11]=2)[C:6]([N:13]2[C:17]([CH3:18])=[CH:16][N:15]=[C:14]2[SH:19])=[CH:5][CH:4]=1.C(=O)([O-])[O-].[K+].[K+].Cl[CH2:28][C:29]([NH:31][C:32]1[C:33]([Cl:38])=[N:34][CH:35]=[CH:36][CH:37]=1)=[O:30]. The catalyst is CN(C=O)C. The product is [Cl:38][C:33]1[C:32]([NH:31][C:29](=[O:30])[CH2:28][S:19][C:14]2[N:13]([C:6]3[C:7]4[C:12](=[CH:11][CH:10]=[CH:9][CH:8]=4)[C:3]([N:2]([CH3:1])[CH3:20])=[CH:4][CH:5]=3)[C:17]([CH3:18])=[CH:16][N:15]=2)=[CH:37][CH:36]=[CH:35][N:34]=1. The yield is 0.860. (10) The reactants are [CH2:1]1[C:5]2([CH2:10][CH2:9][O:8][CH2:7][CH2:6]2)[CH2:4][CH:3]([C:11]([O:13][CH2:14][CH3:15])=[O:12])[NH:2]1.C(N(CC)CC)C.[CH2:23]([O:30][C:31](Cl)=[O:32])[C:24]1[CH:29]=[CH:28][CH:27]=[CH:26][CH:25]=1. The catalyst is ClCCl. The product is [CH2:1]1[C:5]2([CH2:10][CH2:9][O:8][CH2:7][CH2:6]2)[CH2:4][C@@H:3]([C:11]([O:13][CH2:14][CH3:15])=[O:12])[N:2]1[C:31]([O:30][CH2:23][C:24]1[CH:29]=[CH:28][CH:27]=[CH:26][CH:25]=1)=[O:32]. The yield is 0.290.